Dataset: Full USPTO retrosynthesis dataset with 1.9M reactions from patents (1976-2016). Task: Predict the reactants needed to synthesize the given product. (1) The reactants are: [C:1]([O:5][C:6](=[O:15])[NH:7][C:8]1([C:11](=[O:14])[C:12]#[CH:13])[CH2:10][CH2:9]1)([CH3:4])([CH3:3])[CH3:2].[NH:16]([CH3:18])[CH3:17]. Given the product [C:1]([O:5][C:6](=[O:15])[NH:7][C:8]1([C:11](=[O:14])/[CH:12]=[CH:13]/[N:16]([CH3:18])[CH3:17])[CH2:10][CH2:9]1)([CH3:4])([CH3:2])[CH3:3], predict the reactants needed to synthesize it. (2) Given the product [NH2:15][CH:16]([CH:24]([OH:35])[C:25]([F:33])([F:34])[C:26]([F:31])([F:32])[C:27]([F:28])([F:29])[F:30])[CH2:17][C:18]1[CH:19]=[CH:20][CH:21]=[CH:22][CH:23]=1, predict the reactants needed to synthesize it. The reactants are: [H-].[Al+3].[Li+].[H-].[H-].[H-].C([NH:15][CH:16]([CH:24]([OH:35])[C:25]([F:34])([F:33])[C:26]([F:32])([F:31])[C:27]([F:30])([F:29])[F:28])[CH2:17][C:18]1[CH:23]=[CH:22][CH:21]=[CH:20][CH:19]=1)(=O)C1C=CC=CC=1.